Dataset: Forward reaction prediction with 1.9M reactions from USPTO patents (1976-2016). Task: Predict the product of the given reaction. (1) Given the reactants Cl[C:2]1[C:3]2[S:20][C:19]([S:21][CH3:22])=[N:18][C:4]=2[N:5]=[C:6]([C:8]([F:17])([F:16])[C:9]2[CH:14]=[CH:13][C:12]([F:15])=[CH:11][CH:10]=2)[N:7]=1.[CH3:23][C:24]1[NH:28][N:27]=[C:26]([NH2:29])[CH:25]=1.[I-].[K+].CCN(C(C)C)C(C)C, predict the reaction product. The product is: [F:16][C:8]([F:17])([C:9]1[CH:14]=[CH:13][C:12]([F:15])=[CH:11][CH:10]=1)[C:6]1[N:7]=[C:2]([NH:29][C:26]2[CH:25]=[C:24]([CH3:23])[NH:28][N:27]=2)[C:3]2[S:20][C:19]([S:21][CH3:22])=[N:18][C:4]=2[N:5]=1. (2) Given the reactants [C:1]([O:5][C:6]([N:8]1[CH2:13][CH2:12][NH:11][CH:10]=[C:9]1[C:14]([O:16][CH2:17][CH3:18])=[O:15])=[O:7])([CH3:4])([CH3:3])[CH3:2].O, predict the reaction product. The product is: [C:1]([O:5][C:6]([N:8]1[CH2:13][CH2:12][NH:11][CH2:10][CH:9]1[C:14]([O:16][CH2:17][CH3:18])=[O:15])=[O:7])([CH3:4])([CH3:3])[CH3:2]. (3) Given the reactants C([O:6][C@@H:7]([C:9]1[N:14]=[C:13]([Cl:15])[CH:12]=[CH:11][N:10]=1)[CH3:8])(=O)CCC.Cl, predict the reaction product. The product is: [Cl:15][C:13]1[CH:12]=[CH:11][N:10]=[C:9]([C@H:7]([OH:6])[CH3:8])[N:14]=1. (4) Given the reactants [Cl:1][C:2]1[C:3](F)=[N:4][CH:5]=[C:6]([Cl:8])[CH:7]=1.[CH3:10][C:11]1[CH:12]=[C:13]([CH:18]=[CH:19][C:20]=1[S:21](=[O:35])(=[O:34])[NH:22][CH2:23][C:24]1[CH:25]=[C:26]2[C:30](=[CH:31][CH:32]=1)[N:29]([CH3:33])[CH:28]=[CH:27]2)[C:14]([O:16][CH3:17])=[O:15], predict the reaction product. The product is: [Cl:1][C:2]1[C:3]([N:22]([CH2:23][C:24]2[CH:25]=[C:26]3[C:30](=[CH:31][CH:32]=2)[N:29]([CH3:33])[CH:28]=[CH:27]3)[S:21]([C:20]2[CH:19]=[CH:18][C:13]([C:14]([O:16][CH3:17])=[O:15])=[CH:12][C:11]=2[CH3:10])(=[O:34])=[O:35])=[N:4][CH:5]=[C:6]([Cl:8])[CH:7]=1. (5) Given the reactants Cl.[CH3:2][O:3][C:4](=[O:24])[C@H:5]([CH2:7][C:8]1[CH:13]=[CH:12][C:11]([O:14][CH2:15][C:16]2[C:21]([Cl:22])=[CH:20][CH:19]=[CH:18][C:17]=2[Cl:23])=[CH:10][CH:9]=1)[NH2:6].[SH:25][C:26]1[N:34]=[CH:33][CH:32]=[CH:31][C:27]=1[C:28](O)=[O:29].CN1CCOCC1, predict the reaction product. The product is: [CH3:2][O:3][C:4](=[O:24])[C@H:5]([CH2:7][C:8]1[CH:9]=[CH:10][C:11]([O:14][CH2:15][C:16]2[C:21]([Cl:22])=[CH:20][CH:19]=[CH:18][C:17]=2[Cl:23])=[CH:12][CH:13]=1)[NH:6][C:28](=[O:29])[C:27]1[CH:31]=[CH:32][CH:33]=[N:34][C:26]=1[SH:25]. (6) Given the reactants [CH3:1][O:2][CH2:3][CH2:4][CH2:5][O:6][C:7]1[CH:12]=[CH:11][N:10]=[C:9]([CH2:13][S:14]([C:16]2[NH:20][C:19]3[CH:21]=[CH:22][CH:23]=[CH:24][C:18]=3[N:17]=2)=[O:15])[C:8]=1[CH3:25].[OH-].[Na+:27], predict the reaction product. The product is: [CH3:25][C:8]1[C:9]([CH2:13][S+:14]([O-:15])[C:16]2[N-:17][C:18]3[CH:24]=[CH:23][CH:22]=[CH:21][C:19]=3[N:20]=2)=[N:10][CH:11]=[CH:12][C:7]=1[O:6][CH2:5][CH2:4][CH2:3][O:2][CH3:1].[Na+:27]. (7) Given the reactants [CH2:1]([O:4][C:5]1[C:6]([N+:22]([O-])=O)=[C:7]([NH:13][C:14]2[CH:19]=[CH:18][C:17]([I:20])=[CH:16][C:15]=2[Cl:21])[C:8]([F:12])=[C:9]([F:11])[CH:10]=1)[CH:2]=[CH2:3].[O-]S(S([O-])=O)=O.[Na+].[Na+], predict the reaction product. The product is: [CH2:1]([O:4][C:5]1[CH:10]=[C:9]([F:11])[C:8]([F:12])=[C:7]([NH:13][C:14]2[CH:19]=[CH:18][C:17]([I:20])=[CH:16][C:15]=2[Cl:21])[C:6]=1[NH2:22])[CH:2]=[CH2:3].